Dataset: Full USPTO retrosynthesis dataset with 1.9M reactions from patents (1976-2016). Task: Predict the reactants needed to synthesize the given product. (1) Given the product [CH3:22][C:23]1[C:27]([C:28]([N:30]2[CH2:31][CH2:32][N:33]([CH3:36])[CH2:34][CH2:35]2)=[O:29])=[C:26]([CH3:37])[NH:25][C:24]=1[CH:38]=[C:12]1[C:11]2[C:15](=[CH:16][CH:17]=[CH:18][C:10]=2[C:7]2[CH:6]=[CH:5][C:4]([O:3][C:2]([F:1])([F:20])[F:21])=[CH:9][CH:8]=2)[NH:14][C:13]1=[O:19], predict the reactants needed to synthesize it. The reactants are: [F:1][C:2]([F:21])([F:20])[O:3][C:4]1[CH:9]=[CH:8][C:7]([C:10]2[CH:18]=[CH:17][CH:16]=[C:15]3[C:11]=2[CH2:12][C:13](=[O:19])[NH:14]3)=[CH:6][CH:5]=1.[CH3:22][C:23]1[C:27]([C:28]([N:30]2[CH2:35][CH2:34][N:33]([CH3:36])[CH2:32][CH2:31]2)=[O:29])=[C:26]([CH3:37])[NH:25][C:24]=1[CH:38]=O. (2) Given the product [NH2:7][C:8]1[N:9]=[C:10]([C:14]2[CH:15]=[CH:16][C:17]([CH2:20][NH:21][S:22]([CH3:25])(=[O:24])=[O:23])=[CH:18][CH:19]=2)[CH:11]=[CH:12][CH:13]=1, predict the reactants needed to synthesize it. The reactants are: C(OC(=O)[NH:7][C:8]1[CH:13]=[CH:12][CH:11]=[C:10]([C:14]2[CH:19]=[CH:18][C:17]([CH2:20][NH:21][S:22]([CH3:25])(=[O:24])=[O:23])=[CH:16][CH:15]=2)[N:9]=1)(C)(C)C. (3) Given the product [OH:46][CH2:45][C:44]([NH:43][S:40]([C:36]1[CH:35]=[C:34]([NH:33][C:28]([C:27]2[CH:26]=[N:25][N:18]3[C:19]([C:21]([F:23])([F:24])[F:22])=[CH:20][C:15]([C:7]4[CH:8]=[CH:9][C:10]([C:11]([F:13])([F:14])[F:12])=[C:5]([O:4][CH2:3][C:2]([F:1])([F:31])[F:32])[CH:6]=4)=[N:16][C:17]=23)=[O:30])[CH:39]=[CH:38][CH:37]=1)(=[O:42])=[O:41])([CH3:48])[CH3:47], predict the reactants needed to synthesize it. The reactants are: [F:1][C:2]([F:32])([F:31])[CH2:3][O:4][C:5]1[CH:6]=[C:7]([C:15]2[CH:20]=[C:19]([C:21]([F:24])([F:23])[F:22])[N:18]3[N:25]=[CH:26][C:27]([C:28]([OH:30])=O)=[C:17]3[N:16]=2)[CH:8]=[CH:9][C:10]=1[C:11]([F:14])([F:13])[F:12].[NH2:33][C:34]1[CH:35]=[C:36]([S:40]([NH:43][C:44]([CH3:48])([CH3:47])[CH2:45][OH:46])(=[O:42])=[O:41])[CH:37]=[CH:38][CH:39]=1. (4) Given the product [F:13][C:2]([F:12])([F:1])[C:3]1[N:7]2[CH2:8][CH2:9][N:10]([C:14]([O:16][C:17]([CH3:20])([CH3:19])[CH3:18])=[O:15])[CH2:11][C:6]2=[N:5][N:4]=1, predict the reactants needed to synthesize it. The reactants are: [F:1][C:2]([F:13])([F:12])[C:3]1[N:7]2[CH2:8][CH2:9][NH:10][CH2:11][C:6]2=[N:5][N:4]=1.[C:14](O[C:14]([O:16][C:17]([CH3:20])([CH3:19])[CH3:18])=[O:15])([O:16][C:17]([CH3:20])([CH3:19])[CH3:18])=[O:15].